Dataset: Forward reaction prediction with 1.9M reactions from USPTO patents (1976-2016). Task: Predict the product of the given reaction. (1) Given the reactants [CH3:1][C:2]1[N:6]([CH2:7][C:8]2[CH:9]=[CH:10][CH:11]=[C:12]3[C:17]=2[N:16]=[CH:15][CH:14]=[CH:13]3)[C:5]2[CH:18]=[C:19]([N:26]3[CH2:31][CH2:30][O:29][CH2:28][CH2:27]3)[CH:20]=[C:21]([C:22]([O:24]C)=[O:23])[C:4]=2[N:3]=1.[Li+].[OH-], predict the reaction product. The product is: [CH3:1][C:2]1[N:6]([CH2:7][C:8]2[CH:9]=[CH:10][CH:11]=[C:12]3[C:17]=2[N:16]=[CH:15][CH:14]=[CH:13]3)[C:5]2[CH:18]=[C:19]([N:26]3[CH2:31][CH2:30][O:29][CH2:28][CH2:27]3)[CH:20]=[C:21]([C:22]([OH:24])=[O:23])[C:4]=2[N:3]=1. (2) Given the reactants Br[CH2:2][C:3]([C:5]1[C:10](=[O:11])[NH:9][C:8]([CH:12]([CH3:14])[CH3:13])=[C:7]([C:15]([O:17][CH2:18][CH3:19])=[O:16])[CH:6]=1)=O.[S:20]1[CH:24]=[CH:23][CH:22]=[C:21]1[S:25]([CH2:28][C:29](=[S:31])[NH2:30])(=[O:27])=[O:26], predict the reaction product. The product is: [CH:12]([C:8]1[NH:9][C:10](=[O:11])[C:5]([C:3]2[N:30]=[C:29]([CH2:28][S:25]([C:21]3[S:20][CH:24]=[CH:23][CH:22]=3)(=[O:27])=[O:26])[S:31][CH:2]=2)=[CH:6][C:7]=1[C:15]([O:17][CH2:18][CH3:19])=[O:16])([CH3:14])[CH3:13].